Dataset: Full USPTO retrosynthesis dataset with 1.9M reactions from patents (1976-2016). Task: Predict the reactants needed to synthesize the given product. (1) Given the product [C:1](=[O:23])([O:21][CH3:22])[O:2][C:3]1[CH:8]=[C:7]([NH:9][C:54]([CH:52]2[O:53][C:48]3[CH:47]=[CH:46][C:45]([O:44][C:43]([F:59])([F:42])[F:58])=[CH:57][C:49]=3[NH:50][CH2:51]2)=[O:55])[C:6]([C:10]#[C:11][CH2:12][N:13]([CH3:15])[CH3:14])=[CH:5][C:4]=1[CH:16]1[CH2:17][CH2:18][CH2:19][CH2:20]1, predict the reactants needed to synthesize it. The reactants are: [C:1](=[O:23])([O:21][CH3:22])[O:2][C:3]1[CH:8]=[C:7]([NH2:9])[C:6]([C:10]#[C:11][CH2:12][N:13]([CH3:15])[CH3:14])=[CH:5][C:4]=1[CH:16]1[CH2:20][CH2:19][CH2:18][CH2:17]1.C(P1(=O)OP(CCC)(=O)OP(CCC)(=O)O1)CC.[F:42][C:43]([F:59])([F:58])[O:44][C:45]1[CH:46]=[CH:47][C:48]2[O:53][CH:52]([C:54](O)=[O:55])[CH2:51][NH:50][C:49]=2[CH:57]=1. (2) Given the product [CH:1]([O:4][C:5]1[C:12]([O:13][CH:14]([CH3:16])[CH3:15])=[C:11]([O:17][CH3:18])[CH:10]=[CH:9][C:6]=1[CH:7]([OH:8])[CH3:19])([CH3:3])[CH3:2], predict the reactants needed to synthesize it. The reactants are: [CH:1]([O:4][C:5]1[C:12]([O:13][CH:14]([CH3:16])[CH3:15])=[C:11]([O:17][CH3:18])[CH:10]=[CH:9][C:6]=1[CH:7]=[O:8])([CH3:3])[CH3:2].[CH3:19][Li].